This data is from Catalyst prediction with 721,799 reactions and 888 catalyst types from USPTO. The task is: Predict which catalyst facilitates the given reaction. (1) The catalyst class is: 106. Product: [CH3:24][N:4]1[CH2:5][CH2:6][N:1]([CH2:7][CH:8]([C:19]2([OH:23])[CH2:22][CH2:21][CH2:20]2)[C:9]2[CH:14]=[CH:13][CH:12]=[C:11]([C:15]([F:18])([F:16])[F:17])[CH:10]=2)[CH2:2][CH2:3]1. Reactant: [N:1]1([CH2:7][CH:8]([C:19]2([OH:23])[CH2:22][CH2:21][CH2:20]2)[C:9]2[CH:14]=[CH:13][CH:12]=[C:11]([C:15]([F:18])([F:17])[F:16])[CH:10]=2)[CH2:6][CH2:5][NH:4][CH2:3][CH2:2]1.[CH2:24]=O.O.[OH-].[Na+]. (2) Product: [CH2:16]([N:4]1[CH2:5][CH2:6][N:1]([C:7]2[CH:8]=[CH:9][C:10]([C:13](=[O:15])[CH3:14])=[CH:11][CH:12]=2)[CH2:2][CH2:3]1)[CH3:17]. Reactant: [N:1]1([C:7]2[CH:12]=[CH:11][C:10]([C:13](=[O:15])[CH3:14])=[CH:9][CH:8]=2)[CH2:6][CH2:5][NH:4][CH2:3][CH2:2]1.[CH3:16][CH:17]=O.[BH-](OC(C)=O)(OC(C)=O)OC(C)=O.[Na+]. The catalyst class is: 2.